Predict the product of the given reaction. From a dataset of Forward reaction prediction with 1.9M reactions from USPTO patents (1976-2016). (1) Given the reactants [CH2:1]([O:5][C:6]1[N:11]=[CH:10][N:9]=[C:8]([C:12](=O)[C:13]2[CH:18]=[CH:17][CH:16]=[CH:15][CH:14]=2)[CH:7]=1)[C:2]#[C:3][CH3:4].Cl.[CH2:21]([O:23][NH2:24])[CH3:22].Cl, predict the reaction product. The product is: [CH2:21]([O:23][N:24]=[C:12]([C:13]1[CH:18]=[CH:17][CH:16]=[CH:15][CH:14]=1)[C:8]1[CH:7]=[C:6]([O:5][CH2:1][C:2]#[C:3][CH3:4])[N:11]=[CH:10][N:9]=1)[CH3:22]. (2) Given the reactants [CH3:1][O:2][C:3]1[CH:4]=[C:5]([N:12]2[CH2:17][CH2:16][N:15]([C:18]([O:20][C:21]([CH3:24])([CH3:23])[CH3:22])=[O:19])[CH2:14][C:13]2=[O:25])[CH:6]=[CH:7][C:8]=1[N+:9]([O-])=O, predict the reaction product. The product is: [NH2:9][C:8]1[CH:7]=[CH:6][C:5]([N:12]2[CH2:17][CH2:16][N:15]([C:18]([O:20][C:21]([CH3:22])([CH3:23])[CH3:24])=[O:19])[CH2:14][C:13]2=[O:25])=[CH:4][C:3]=1[O:2][CH3:1].